Dataset: Peptide-MHC class II binding affinity with 134,281 pairs from IEDB. Task: Regression. Given a peptide amino acid sequence and an MHC pseudo amino acid sequence, predict their binding affinity value. This is MHC class II binding data. (1) The peptide sequence is APTGATTAAAGGYKV. The MHC is DRB1_0301 with pseudo-sequence DRB1_0301. The binding affinity (normalized) is 0.0416. (2) The peptide sequence is EKIYFAATQFEPLAA. The MHC is HLA-DPA10201-DPB10501 with pseudo-sequence HLA-DPA10201-DPB10501. The binding affinity (normalized) is 0.765. (3) The peptide sequence is SQDLELSPNLNGLQAY. The MHC is DRB1_0802 with pseudo-sequence DRB1_0802. The binding affinity (normalized) is 0.388. (4) The peptide sequence is LSADQISTVQASFDKVK. The MHC is DRB1_0802 with pseudo-sequence DRB1_0802. The binding affinity (normalized) is 0.506. (5) The peptide sequence is LENDNQLLYNYPGAL. The MHC is DRB1_0101 with pseudo-sequence DRB1_0101. The binding affinity (normalized) is 0.409. (6) The peptide sequence is ELAAVSVDCSEYPKP. The MHC is DRB5_0101 with pseudo-sequence DRB5_0101. The binding affinity (normalized) is 0. (7) The peptide sequence is SFVMMSAPPAEYKLQ. The MHC is DRB5_0101 with pseudo-sequence DRB5_0101. The binding affinity (normalized) is 0.438. (8) The peptide sequence is AAATLGTTVYGAFAA. The MHC is HLA-DPA10103-DPB10601 with pseudo-sequence HLA-DPA10103-DPB10601. The binding affinity (normalized) is 0.454. (9) The peptide sequence is GAMAKKGQEDKLRKA. The MHC is HLA-DPA10301-DPB10402 with pseudo-sequence HLA-DPA10301-DPB10402. The binding affinity (normalized) is 0.0369. (10) The MHC is HLA-DQA10102-DQB10602 with pseudo-sequence HLA-DQA10102-DQB10602. The binding affinity (normalized) is 0.311. The peptide sequence is DYVLLGVAAAVVIGL.